From a dataset of Reaction yield outcomes from USPTO patents with 853,638 reactions. Predict the reaction yield, written as a fraction of the theoretical maximum amount of product (1.0 means a 100% yield; for example, 0.34 means a 34% yield). (1) The reactants are [CH3:1][O:2][C:3]([C@H:5]1[CH2:10][CH2:9][C@H:8]([NH:11][C:12]([O:14][C:15]([CH3:18])([CH3:17])[CH3:16])=[O:13])[CH2:7][CH2:6]1)=[O:4].[H-].[Na+].I[CH3:22].[Cl-].[NH4+]. The catalyst is CN(C)C=O. The product is [CH3:1][O:2][C:3]([C@H:5]1[CH2:6][CH2:7][C@H:8]([N:11]([C:12]([O:14][C:15]([CH3:18])([CH3:17])[CH3:16])=[O:13])[CH3:22])[CH2:9][CH2:10]1)=[O:4]. The yield is 0.960. (2) The reactants are [C:12]([O:11][C:9](O[C:9]([O:11][C:12]([CH3:15])([CH3:14])[CH3:13])=[O:10])=[O:10])([CH3:15])([CH3:14])[CH3:13].[NH2:16][C@H:17]([CH2:22][OH:23])[C:18]([O:20][CH3:21])=[O:19].Cl.O. The catalyst is CO. The product is [C:12]([O:11][C:9]([NH:16][C@H:17]([CH2:22][OH:23])[C:18]([O:20][CH3:21])=[O:19])=[O:10])([CH3:13])([CH3:14])[CH3:15]. The yield is 0.970. (3) The reactants are [Cl:1][C:2]1[CH:7]=[CH:6][C:5]([NH:8][C:9](=[O:14])[C:10]([CH3:13])([CH3:12])[CH3:11])=[CH:4][C:3]=1[C:15]([F:18])([F:17])[F:16].[Li][CH2:20]CCC.CI. The catalyst is C1COCC1. The product is [Cl:1][C:2]1[CH:7]=[CH:6][C:5]([NH:8][C:9](=[O:14])[C:10]([CH3:11])([CH3:12])[CH3:13])=[C:4]([CH3:20])[C:3]=1[C:15]([F:16])([F:17])[F:18]. The yield is 0.640. (4) The reactants are [NH2:1][C:2]1[CH:9]=[CH:8][C:5]([C:6]#[N:7])=[CH:4][CH:3]=1.C(N(CC)C(C)C)(C)C.[CH:19]([C:21]1[CH:29]=[CH:28][C:24]([C:25](Cl)=[O:26])=[CH:23][CH:22]=1)=[O:20]. The catalyst is CN(C)C1C=CN=CC=1. The product is [C:6]([C:5]1[CH:8]=[CH:9][C:2]([NH:1][C:25](=[O:26])[C:24]2[CH:28]=[CH:29][C:21]([CH:19]=[O:20])=[CH:22][CH:23]=2)=[CH:3][CH:4]=1)#[N:7]. The yield is 0.110. (5) The reactants are C([C@@H]1N(CC2C=C(C3C=CC=CC=3)ON=2)C[C@H](CC(C)C)NC1=O)C(C)C.[C:28]([C@@H:32]1[NH:37][C:36](=[O:38])[C@H:35]([CH2:39][CH:40]([CH3:42])[CH3:41])[NH:34][CH2:33]1)([CH3:31])([CH3:30])[CH3:29].[F:43][C:44]1[CH:49]=[CH:48][C:47]([C:50]2[O:54][N:53]=[C:52]([CH:55]=O)[CH:51]=2)=[CH:46][CH:45]=1. No catalyst specified. The product is [C:28]([C@@H:32]1[NH:37][C:36](=[O:38])[C@H:35]([CH2:39][CH:40]([CH3:42])[CH3:41])[N:34]([CH2:55][C:52]2[CH:51]=[C:50]([C:47]3[CH:48]=[CH:49][C:44]([F:43])=[CH:45][CH:46]=3)[O:54][N:53]=2)[CH2:33]1)([CH3:31])([CH3:30])[CH3:29]. The yield is 0.403.